Predict the reaction yield, written as a fraction of the theoretical maximum amount of product (1.0 means a 100% yield; for example, 0.34 means a 34% yield). From a dataset of Reaction yield outcomes from USPTO patents with 853,638 reactions. (1) The reactants are CO[CH:3]1[CH2:7][CH2:6][CH:5](OC)O1.Cl.[S:11]([N:21]1[C:25]2[N:26]=[CH:27][C:28]3[N:29]([C:30]([C@@H:33]4[CH2:37][CH2:36][C@H:35]([NH2:38])[CH2:34]4)=[N:31][N:32]=3)[C:24]=2[CH:23]=[CH:22]1)([C:14]1[CH:20]=[CH:19][C:17]([CH3:18])=[CH:16][CH:15]=1)(=[O:13])=[O:12].CC([O-])=O.[Na+]. The catalyst is O.C(Cl)Cl. The product is [N:38]1([C@H:35]2[CH2:36][CH2:37][C@@H:33]([C:30]3[N:29]4[C:24]5[CH:23]=[CH:22][N:21]([S:11]([C:14]6[CH:15]=[CH:16][C:17]([CH3:18])=[CH:19][CH:20]=6)(=[O:13])=[O:12])[C:25]=5[N:26]=[CH:27][C:28]4=[N:32][N:31]=3)[CH2:34]2)[CH:3]=[CH:7][CH:6]=[CH:5]1. The yield is 0.990. (2) The reactants are [OH:1][C:2]1[CH:13]=[C:6]2[C:7]([O:9][C:10](=[O:12])[NH:11][C:5]2=[CH:4][CH:3]=1)=[O:8].N1C=CN=C1.[Si:19](Cl)([C:22]([CH3:25])([CH3:24])[CH3:23])([CH3:21])[CH3:20]. The catalyst is CN(C)C=O.O. The product is [Si:19]([O:1][C:2]1[CH:13]=[C:6]2[C:7]([O:9][C:10](=[O:12])[NH:11][C:5]2=[CH:4][CH:3]=1)=[O:8])([C:22]([CH3:25])([CH3:24])[CH3:23])([CH3:21])[CH3:20]. The yield is 0.960. (3) The reactants are [C:1]([N:8]1[CH2:13][CH2:12][CH:11]([CH2:14][OH:15])[CH2:10][CH2:9]1)([O:3][C:4]([CH3:7])([CH3:6])[CH3:5])=[O:2].[H-].[Na+].Br[CH2:19][CH:20]1[CH2:22][CH2:21]1. The catalyst is CN(C=O)C.CCOC(C)=O. The product is [CH:20]1([CH2:19][O:15][CH2:14][CH:11]2[CH2:12][CH2:13][N:8]([C:1]([O:3][C:4]([CH3:7])([CH3:6])[CH3:5])=[O:2])[CH2:9][CH2:10]2)[CH2:22][CH2:21]1. The yield is 0.980. (4) The reactants are Br[C:2]1[CH:7]=[CH:6][CH:5]=[C:4]([N+:8]([O-:10])=[O:9])[CH:3]=1.Cl.[C@@H:12]12[O:19][C@@H:16]([CH2:17][CH2:18]1)[CH2:15][NH:14][CH2:13]2.CC(C1C=C(C(C)C)C(C2C=CC=CC=2P(C2CCCCC2)C2CCCCC2)=C(C(C)C)C=1)C.C([O-])([O-])=O.[Cs+].[Cs+]. The catalyst is O1CCOCC1.C1C=CC(/C=C/C(/C=C/C2C=CC=CC=2)=O)=CC=1.C1C=CC(/C=C/C(/C=C/C2C=CC=CC=2)=O)=CC=1.C1C=CC(/C=C/C(/C=C/C2C=CC=CC=2)=O)=CC=1.[Pd].[Pd]. The product is [N+:8]([C:4]1[CH:3]=[C:2]([N:14]2[CH2:13][C@H:12]3[O:19][C@H:16]([CH2:17][CH2:18]3)[CH2:15]2)[CH:7]=[CH:6][CH:5]=1)([O-:10])=[O:9]. The yield is 0.690. (5) The reactants are Cl.Cl[CH2:3][C:4]1[N:13]=[C:12]([N:14]([C:16]2[CH:21]=[CH:20][C:19]([O:22][CH3:23])=[CH:18][CH:17]=2)[CH3:15])[C:11]2[C:6](=[CH:7][CH:8]=[CH:9][CH:10]=2)[N:5]=1.Cl[C:25]1[C:34]2C(=CC=CC=2)N=C(CCl)[N:26]=1.C[O:38]C1C=CC(NC)=CC=1.Cl. The catalyst is CC(O)C. The product is [CH3:23][O:22][C:19]1[CH:20]=[CH:21][C:16]([N:14]([CH3:15])[C:12]2[C:11]3[C:6](=[CH:7][CH:8]=[CH:9][CH:10]=3)[N:5]=[C:4]([CH2:3][NH:26][C:25](=[O:38])[CH3:34])[N:13]=2)=[CH:17][CH:18]=1. The yield is 0.850. (6) The yield is 0.900. The catalyst is CN(C=O)C. The reactants are [CH:1]1([CH2:6][N:7]([CH2:33][CH3:34])[C:8]2[N:13]=[C:12]3[N:14]([CH3:18])[N:15]=[C:16]([CH3:17])[C:11]3=[CH:10][C:9]=2[CH2:19][N:20]([CH2:23][C:24]2[CH:29]=[C:28]([F:30])[C:27]([F:31])=[C:26]([F:32])[CH:25]=2)[C:21]#[N:22])[CH2:5][CH2:4][CH2:3][CH2:2]1.[Cl-].[NH4+].[N-:37]=[N+:38]=[N-:39].[Na+]. The product is [CH:1]1([CH2:6][N:7]([CH2:33][CH3:34])[C:8]2[N:13]=[C:12]3[N:14]([CH3:18])[N:15]=[C:16]([CH3:17])[C:11]3=[CH:10][C:9]=2[CH2:19][N:20]([CH2:23][C:24]2[CH:29]=[C:28]([F:30])[C:27]([F:31])=[C:26]([F:32])[CH:25]=2)[C:21]2[NH:39][N:38]=[N:37][N:22]=2)[CH2:5][CH2:4][CH2:3][CH2:2]1. (7) The reactants are [Br:1][C:2]1[CH:7]=[C:6]([O:8][CH3:9])[CH:5]=[CH:4][C:3]=1[OH:10].Br[CH2:12][CH2:13][CH2:14][CH3:15].C(=O)([O-])[O-].[Cs+].[Cs+]. The catalyst is CN(C=O)C.CCOC(C)=O. The product is [Br:1][C:2]1[CH:7]=[C:6]([O:8][CH3:9])[CH:5]=[CH:4][C:3]=1[O:10][CH2:12][CH2:13][CH2:14][CH3:15]. The yield is 0.780.